Binary Classification. Given a drug SMILES string, predict its activity (active/inactive) in a high-throughput screening assay against a specified biological target. From a dataset of KCNQ2 potassium channel screen with 302,405 compounds. (1) The molecule is o1c2nc(c3c(CCC3)c2c2ncnc(N3CCN(CC3)C(OCC)=O)c12)C(C)C. The result is 0 (inactive). (2) The drug is O=C(Nc1c(N2CCN(CC2)C)cccc1)Cn1[nH]cc2c(nc3c2cccc3)c1=O. The result is 0 (inactive). (3) The result is 0 (inactive). The compound is Brc1ccc(S(=O)(=O)NCCCN2CCCC2=O)cc1.